Task: Predict which catalyst facilitates the given reaction.. Dataset: Catalyst prediction with 721,799 reactions and 888 catalyst types from USPTO Reactant: C([O:8][C:9]1[CH:10]=[CH:11][C:12]([N:15]2[CH2:20][CH2:19][CH:18]([NH:21][C:22](=[O:32])[CH2:23][CH2:24][C:25]3[CH:30]=[CH:29][CH:28]=[CH:27][C:26]=3[F:31])[CH2:17][CH2:16]2)=[N:13][CH:14]=1)C1C=CC=CC=1. Product: [F:31][C:26]1[CH:27]=[CH:28][CH:29]=[CH:30][C:25]=1[CH2:24][CH2:23][C:22]([NH:21][CH:18]1[CH2:17][CH2:16][N:15]([C:12]2[CH:11]=[CH:10][C:9]([OH:8])=[CH:14][N:13]=2)[CH2:20][CH2:19]1)=[O:32]. The catalyst class is: 45.